Dataset: Peptide-MHC class I binding affinity with 185,985 pairs from IEDB/IMGT. Task: Regression. Given a peptide amino acid sequence and an MHC pseudo amino acid sequence, predict their binding affinity value. This is MHC class I binding data. (1) The peptide sequence is TKTTSDYQDSDVSQ. The MHC is Mamu-B08 with pseudo-sequence Mamu-B08. The binding affinity (normalized) is 0. (2) The peptide sequence is AENKKFKLH. The MHC is HLA-B27:05 with pseudo-sequence HLA-B27:05. The binding affinity (normalized) is 0.0847. (3) The peptide sequence is SEKTHIHIF. The MHC is HLA-B58:01 with pseudo-sequence HLA-B58:01. The binding affinity (normalized) is 0.0847. (4) The peptide sequence is FTLVATVSI. The MHC is HLA-A02:01 with pseudo-sequence HLA-A02:01. The binding affinity (normalized) is 0.753. (5) The peptide sequence is SLIVNYLHL. The MHC is H-2-Kb with pseudo-sequence H-2-Kb. The binding affinity (normalized) is 0.553. (6) The binding affinity (normalized) is 0.771. The peptide sequence is NSVETIVLM. The MHC is Mamu-A01 with pseudo-sequence Mamu-A01. (7) The peptide sequence is TELRTFSIL. The MHC is HLA-A02:01 with pseudo-sequence HLA-A02:01. The binding affinity (normalized) is 0. (8) The binding affinity (normalized) is 0.163. The MHC is HLA-B07:02 with pseudo-sequence HLA-B07:02. The peptide sequence is AEQASQDVKNW. (9) The peptide sequence is TTIFAGHLK. The MHC is HLA-A01:01 with pseudo-sequence HLA-A01:01. The binding affinity (normalized) is 0.102. (10) The peptide sequence is EPRVQLVPL. The MHC is HLA-A11:01 with pseudo-sequence HLA-A11:01. The binding affinity (normalized) is 0.213.